This data is from Catalyst prediction with 721,799 reactions and 888 catalyst types from USPTO. The task is: Predict which catalyst facilitates the given reaction. (1) The catalyst class is: 2. Reactant: CON(C)[C:4]([CH:6]1[CH2:9][CH:8]([CH2:10][CH:11]([CH3:13])[CH3:12])[CH2:7]1)=[O:5].[H-].C([Al+]CC(C)C)C(C)C.S(=O)(=O)(O)O. Product: [CH2:10]([CH:8]1[CH2:9][CH:6]([CH:4]=[O:5])[CH2:7]1)[CH:11]([CH3:13])[CH3:12]. (2) Reactant: Cl[C:2]1[N:7]=[CH:6][C:5]([CH2:8][N:9]2[C:13]([CH3:14])=[CH:12][C:11]([C:15]([OH:17])=[O:16])=[N:10]2)=[CH:4][CH:3]=1.[CH3:18][O:19][C:20]1[CH:21]=[C:22]([CH:26]=[CH:27][C:28]=1[O:29][CH3:30])[CH2:23][NH:24][CH3:25].C(OCC)(=O)C. Product: [CH3:18][O:19][C:20]1[CH:21]=[C:22]([CH:26]=[CH:27][C:28]=1[O:29][CH3:30])[CH2:23][N:24]([CH3:25])[C:2]1[N:7]=[CH:6][C:5]([CH2:8][N:9]2[C:13]([CH3:14])=[CH:12][C:11]([C:15]([OH:17])=[O:16])=[N:10]2)=[CH:4][CH:3]=1. The catalyst class is: 6. (3) Reactant: C(OC([N:8]1[CH2:13][CH2:12][N:11]([C:14](=[O:26])[C:15]2[CH:20]=[C:19]([F:21])[CH:18]=[CH:17][C:16]=2[C:22]([F:25])([F:24])[F:23])[CH2:10][CH2:9]1)=O)(C)(C)C.[ClH:27]. Product: [ClH:27].[F:21][C:19]1[CH:18]=[CH:17][C:16]([C:22]([F:25])([F:23])[F:24])=[C:15]([C:14]([N:11]2[CH2:12][CH2:13][NH:8][CH2:9][CH2:10]2)=[O:26])[CH:20]=1. The catalyst class is: 12. (4) Reactant: [Br:1][C:2]1[CH:10]=[CH:9][C:5]([C:6](O)=[O:7])=[C:4]([F:11])[C:3]=1F.CN(C(ON1N=NC2C=CC=CC1=2)=[N+](C)C)C.[F:30][P-](F)(F)(F)(F)F.[NH2:37][CH:38]1[CH2:43][CH2:42][N:41]([CH3:44])[CH2:40][CH2:39]1.CCN(C(C)C)C(C)C.[OH-].[Na+]. Product: [Br:1][C:2]1[CH:3]=[C:4]([F:11])[C:5]([C:6]([NH:37][CH:38]2[CH2:43][CH2:42][N:41]([CH3:44])[CH2:40][CH2:39]2)=[O:7])=[C:9]([F:30])[CH:10]=1. The catalyst class is: 3. (5) Reactant: Br[CH2:2][CH2:3][CH2:4][N:5]1[C:9](=[O:10])[C:8]2=[CH:11][CH:12]=[CH:13][CH:14]=[C:7]2[C:6]1=[O:15].[CH3:16][N:17]1[CH2:22][CH2:21][NH:20][CH2:19][CH2:18]1. Product: [CH3:16][N:17]1[CH2:22][CH2:21][N:20]([CH2:2][CH2:3][CH2:4][N:5]2[C:9](=[O:10])[C:8]3=[CH:11][CH:12]=[CH:13][CH:14]=[C:7]3[C:6]2=[O:15])[CH2:19][CH2:18]1. The catalyst class is: 113. (6) Reactant: Br[C:2]1[N:7]=[C:6]([C:8]#[N:9])[C:5]([O:10][CH3:11])=[CH:4][CH:3]=1.C([O-])([O-])=O.[Na+].[Na+].B(O)(O)[C:19]1[CH:24]=[CH:23][C:22]([C:25]([OH:27])=[O:26])=[CH:21][CH:20]=1.[CH2:30](O)[CH3:31]. The catalyst class is: 109. Product: [CH2:30]([O:27][C:25](=[O:26])[C:22]1[CH:23]=[CH:24][C:19]([C:2]2[CH:3]=[CH:4][C:5]([O:10][CH3:11])=[C:6]([C:8]#[N:9])[N:7]=2)=[CH:20][CH:21]=1)[CH3:31]. (7) Reactant: Br[C:2]1[CH:3]=[C:4]([CH2:8][CH2:9][C:10]#[N:11])[CH:5]=[CH:6][CH:7]=1.[B:12]1([B:12]2[O:16][C:15]([CH3:18])([CH3:17])[C:14]([CH3:20])([CH3:19])[O:13]2)[O:16][C:15]([CH3:18])([CH3:17])[C:14]([CH3:20])([CH3:19])[O:13]1.C([O-])(=O)C.[K+]. Product: [CH3:19][C:14]1([CH3:20])[C:15]([CH3:18])([CH3:17])[O:16][B:12]([C:2]2[CH:3]=[C:4]([CH2:8][CH2:9][C:10]#[N:11])[CH:5]=[CH:6][CH:7]=2)[O:13]1. The catalyst class is: 75. (8) Reactant: [Cl:1][C:2]1[CH:3]=[C:4]([C@@H:10]([CH2:25][CH:26]2[CH2:29][CH2:28][CH2:27]2)[C:11](N([C@H](C)[C@H](O)C2C=CC=CC=2)C)=[O:12])[CH:5]=[CH:6][C:7]=1[S:8][CH3:9].S(=O)(=O)(O)[OH:31]. Product: [Cl:1][C:2]1[CH:3]=[C:4]([C@@H:10]([CH2:25][CH:26]2[CH2:29][CH2:28][CH2:27]2)[C:11]([OH:12])=[O:31])[CH:5]=[CH:6][C:7]=1[S:8][CH3:9]. The catalyst class is: 38. (9) Reactant: [Cl:1][C:2]1[CH:16]=[CH:15][C:5]([O:6][C:7]2[CH:14]=[CH:13][CH:12]=[CH:11][C:8]=2[CH2:9][NH2:10])=[CH:4][CH:3]=1.[C:17]([N:22]1[CH2:27][CH2:26][C:25](=O)[CH2:24][CH2:23]1)(=[O:21])[CH:18]([CH3:20])[CH3:19].[BH-](OC(C)=O)(OC(C)=O)OC(C)=O.[Na+].C(O)(=O)C. Product: [Cl:1][C:2]1[CH:16]=[CH:15][C:5]([O:6][C:7]2[CH:14]=[CH:13][CH:12]=[CH:11][C:8]=2[CH2:9][NH:10][CH:25]2[CH2:26][CH2:27][N:22]([C:17](=[O:21])[CH:18]([CH3:19])[CH3:20])[CH2:23][CH2:24]2)=[CH:4][CH:3]=1. The catalyst class is: 26. (10) Reactant: [C:1]([OH:9])(=[O:8])[C:2]1[CH:7]=[CH:6][CH:5]=[CH:4][CH:3]=1.[CH2:10]([N:12]([CH2:49][CH3:50])[CH2:13][CH2:14][N:15]([CH2:33][CH2:34][NH:35][CH2:36][CH2:37][C:38]1[C:46]2[S:45][C:44](=[O:47])[NH:43][C:42]=2[C:41]([OH:48])=[CH:40][CH:39]=1)[C:16](=[O:32])[CH2:17][CH2:18][O:19][CH2:20][CH2:21][C:22]1[C:31]2[C:26](=[CH:27][CH:28]=[CH:29][CH:30]=2)[CH:25]=[CH:24][CH:23]=1)[CH3:11]. Product: [C:1]([OH:9])(=[O:8])[C:2]1[CH:7]=[CH:6][CH:5]=[CH:4][CH:3]=1.[CH2:49]([N:12]([CH2:10][CH3:11])[CH2:13][CH2:14][N:15]([CH2:33][CH2:34][NH:35][CH2:36][CH2:37][C:38]1[C:46]2[S:45][C:44](=[O:47])[NH:43][C:42]=2[C:41]([OH:48])=[CH:40][CH:39]=1)[C:16](=[O:32])[CH2:17][CH2:18][O:19][CH2:20][CH2:21][C:22]1[C:31]2[C:26](=[CH:27][CH:28]=[CH:29][CH:30]=2)[CH:25]=[CH:24][CH:23]=1)[CH3:50]. The catalyst class is: 5.